Dataset: Reaction yield outcomes from USPTO patents with 853,638 reactions. Task: Predict the reaction yield, written as a fraction of the theoretical maximum amount of product (1.0 means a 100% yield; for example, 0.34 means a 34% yield). (1) The product is [CH3:7][O:6][C:4]([C:3]1([O:2][CH3:1])[CH2:8][CH2:11][N:12]([CH2:18][C:19]2[CH:20]=[CH:21][CH:22]=[CH:23][CH:24]=2)[CH2:13]1)=[O:5]. The catalyst is ClCCl. The reactants are [CH3:1][O:2][C:3](=[CH2:8])[C:4]([O:6][CH3:7])=[O:5].CO[CH2:11][N:12]([CH2:18][C:19]1[CH:24]=[CH:23][CH:22]=[CH:21][CH:20]=1)[CH2:13][Si](C)(C)C.FC(F)(F)C(O)=O. The yield is 0.400. (2) The reactants are S(Cl)(Cl)=O.[NH2:5][C:6]1[CH:7]=[C:8]([CH:12]=[CH:13][CH:14]=1)[C:9]([OH:11])=[O:10].[CH3:15]O. No catalyst specified. The product is [NH2:5][C:6]1[CH:7]=[C:8]([CH:12]=[CH:13][CH:14]=1)[C:9]([O:11][CH3:15])=[O:10]. The yield is 0.930.